Task: Predict the reactants needed to synthesize the given product.. Dataset: Full USPTO retrosynthesis dataset with 1.9M reactions from patents (1976-2016) (1) Given the product [Cl:1][C:2]1[CH:8]=[CH:7][C:5]([I:22])=[C:4]([O:9][C:10]([F:13])([F:12])[F:11])[CH:3]=1, predict the reactants needed to synthesize it. The reactants are: [Cl:1][C:2]1[CH:8]=[CH:7][C:5](N)=[C:4]([O:9][C:10]([F:13])([F:12])[F:11])[CH:3]=1.N([O-])=O.[Na+].NC(N)=O.[I-:22].[K+]. (2) Given the product [Br:21][C:8]1[CH:7]=[C:6]([CH:11]=[CH:10][C:9]=1[CH2:12][NH:13][C:14]([O:16][C:17]([CH3:20])([CH3:19])[CH3:18])=[O:15])[C:5]([OH:22])=[O:4], predict the reactants needed to synthesize it. The reactants are: [OH-].[Na+].C[O:4][C:5](=[O:22])[C:6]1[CH:11]=[CH:10][C:9]([CH2:12][NH:13][C:14]([O:16][C:17]([CH3:20])([CH3:19])[CH3:18])=[O:15])=[C:8]([Br:21])[CH:7]=1. (3) Given the product [CH3:40][O:41][C:42](=[O:65])[C:43]1[CH:48]=[CH:47][CH:46]=[CH:45][C:44]=1[NH:49][C:50]1[N:54]([C:55]2[CH:60]=[CH:59][CH:58]=[C:57]([F:61])[C:56]=2[CH3:62])[N:53]=[C:52]([CH3:63])[C:51]=1[C:29]1[CH:28]=[C:27]2[C:22](=[C:21]([F:20])[CH:30]=1)[N:23]=[CH:24][CH:25]=[N:26]2, predict the reactants needed to synthesize it. The reactants are: C1(P(C2CCCCC2)C2CCCCC2)CCCCC1.[F:20][C:21]1[CH:30]=[C:29](B2OC(C)(C)C(C)(C)O2)[CH:28]=[C:27]2[C:22]=1[N:23]=[CH:24][CH:25]=[N:26]2.[CH3:40][O:41][C:42](=[O:65])[C:43]1[CH:48]=[CH:47][CH:46]=[CH:45][C:44]=1[NH:49][C:50]1[N:54]([C:55]2[CH:60]=[CH:59][CH:58]=[C:57]([F:61])[C:56]=2[CH3:62])[N:53]=[C:52]([CH3:63])[C:51]=1Br.P([O-])([O-])([O-])=O.[K+].[K+].[K+]. (4) Given the product [CH3:33][S:30]([O:14][CH2:13][CH2:12][C:3]1[CH:4]=[C:5]([O:10][CH3:11])[C:6]([C:8]#[N:9])=[CH:7][C:2]=1[Cl:1])(=[O:32])=[O:31], predict the reactants needed to synthesize it. The reactants are: [Cl:1][C:2]1[CH:7]=[C:6]([C:8]#[N:9])[C:5]([O:10][CH3:11])=[CH:4][C:3]=1[CH2:12][CH2:13][OH:14].CCN(C(C)C)C(C)C.N1C=CC=CC=1.[S:30](Cl)([CH3:33])(=[O:32])=[O:31]. (5) Given the product [CH3:46][C:38]1([CH3:45])[C:39]2[C:44](=[CH:43][CH:42]=[CH:41][CH:40]=2)[N:36]([CH2:35][CH2:34][CH2:33][N:9]2[CH2:10][CH2:11][C:6]3([N:5]([C:12]4[CH:13]=[CH:14][CH:15]=[CH:16][CH:17]=4)[CH2:4][N:3]([CH2:18][C:19]4[CH:20]=[C:21]([CH:29]=[CH:30][CH:31]=4)[C:22]([O:24][C:25]([CH3:28])([CH3:26])[CH3:27])=[O:23])[C:2]3=[O:1])[CH2:7][CH2:8]2)[C:37]1=[O:47], predict the reactants needed to synthesize it. The reactants are: [O:1]=[C:2]1[C:6]2([CH2:11][CH2:10][NH:9][CH2:8][CH2:7]2)[N:5]([C:12]2[CH:17]=[CH:16][CH:15]=[CH:14][CH:13]=2)[CH2:4][N:3]1[CH2:18][C:19]1[CH:20]=[C:21]([CH:29]=[CH:30][CH:31]=1)[C:22]([O:24][C:25]([CH3:28])([CH3:27])[CH3:26])=[O:23].Cl[CH2:33][CH2:34][CH2:35][N:36]1[C:44]2[C:39](=[CH:40][CH:41]=[CH:42][CH:43]=2)[C:38]([CH3:46])([CH3:45])[C:37]1=[O:47].[I-].[Na+].C(=O)([O-])[O-].[K+].[K+]. (6) Given the product [C:17]([Si:14]([CH3:16])([CH3:15])[O:13][C:12]1[CH:11]=[CH:10][C:9]([OH:8])=[CH:22][CH:21]=1)([CH3:20])([CH3:19])[CH3:18], predict the reactants needed to synthesize it. The reactants are: C([O:8][C:9]1[CH:22]=[CH:21][C:12]([O:13][Si:14]([C:17]([CH3:20])([CH3:19])[CH3:18])([CH3:16])[CH3:15])=[CH:11][CH:10]=1)C1C=CC=CC=1. (7) Given the product [CH2:14]([O:16][C:17]([C:19]12[CH2:26][CH2:25][C:22]([NH:27][CH2:28][C:29]([N:31]3[CH2:35][C@@H:34]([F:36])[CH2:33][C@H:32]3[C:37]#[N:39])=[O:30])([CH2:23][CH2:24]1)[CH2:21][CH2:20]2)=[O:18])[CH3:15], predict the reactants needed to synthesize it. The reactants are: FC(F)(F)C(OC(=O)C(F)(F)F)=O.[CH2:14]([O:16][C:17]([C:19]12[CH2:26][CH2:25][C:22]([NH:27][CH2:28][C:29]([N:31]3[CH2:35][C@@H:34]([F:36])[CH2:33][C@H:32]3[C:37]([NH2:39])=O)=[O:30])([CH2:23][CH2:24]1)[CH2:21][CH2:20]2)=[O:18])[CH3:15].C(=O)(O)[O-].[Na+].